Dataset: Human liver microsome stability data. Task: Regression/Classification. Given a drug SMILES string, predict its absorption, distribution, metabolism, or excretion properties. Task type varies by dataset: regression for continuous measurements (e.g., permeability, clearance, half-life) or binary classification for categorical outcomes (e.g., BBB penetration, CYP inhibition). Dataset: hlm. (1) The compound is C[C@@H]1CN(c2ccc(F)cc2C(F)(F)F)CCN1S(=O)(=O)c1ccc(N2CCCCC2)cc1. The result is 0 (unstable in human liver microsomes). (2) The molecule is Cn1cc(C=C2C(=O)NN=C2c2nccs2)c2c(OCc3cccc(F)c3F)cccc21. The result is 1 (stable in human liver microsomes). (3) The drug is CC(C)N1C(=O)CN(Cc2ccc(-c3cccc(CN4CCCCC4)n3)cc2)C1=O. The result is 0 (unstable in human liver microsomes). (4) The drug is NC1CCC(NC(=O)CCCCCc2ccccc2)CC1. The result is 1 (stable in human liver microsomes). (5) The compound is C=CC(=O)NCc1coc(-c2c(N)ncnc2Nc2ccc(Oc3ccccn3)c(Cl)c2)n1. The result is 0 (unstable in human liver microsomes). (6) The compound is Cn1c(C#N)ccc1-c1ccc2c(c1)C(C)(C)C(=O)N2. The result is 0 (unstable in human liver microsomes). (7) The compound is COc1cc([C@@H]2CCN(CCO)C[C@@H]2O)ccc1Nc1ncc2ccc(-c3ccccc3OC)n2n1. The result is 0 (unstable in human liver microsomes). (8) The molecule is CCC(CC)c1nn(CCCO)c2c1N=C(c1ccccc1)CNC2=O. The result is 0 (unstable in human liver microsomes). (9) The drug is COc1ccc2c(OC[C@@H]3C[C@H]4C(=O)N(C)CCCCC=C[C@H]5C[C@]5(C(=O)NS(=O)(=O)C5(C)CC5)NC(=O)N34)cc(-c3nc(C(C)C)cs3)nc2c1C. The result is 1 (stable in human liver microsomes).